Dataset: Forward reaction prediction with 1.9M reactions from USPTO patents (1976-2016). Task: Predict the product of the given reaction. (1) The product is: [CH3:29][N:30]1[CH2:35][CH2:34][N:33]([C:25]([C:9]2[N:10]=[C:11]([N:12]3[CH2:17][CH2:16][N:15]4[C:18]([C:21]([F:22])([F:23])[F:24])=[N:19][N:20]=[C:14]4[CH2:13]3)[C:6]3[CH:5]=[C:4]([CH2:1][CH2:2][CH3:3])[S:28][C:7]=3[N:8]=2)=[O:27])[CH2:32][CH2:31]1. Given the reactants [CH2:1]([C:4]1[S:28][C:7]2[N:8]=[C:9]([C:25]([OH:27])=O)[N:10]=[C:11]([N:12]3[CH2:17][CH2:16][N:15]4[C:18]([C:21]([F:24])([F:23])[F:22])=[N:19][N:20]=[C:14]4[CH2:13]3)[C:6]=2[CH:5]=1)[CH2:2][CH3:3].[CH3:29][N:30]1[CH2:35][CH2:34][NH:33][CH2:32][CH2:31]1.CN(C(ON1N=NC2C=CC=NC1=2)=[N+](C)C)C.F[P-](F)(F)(F)(F)F.C(N(CC)CC)C, predict the reaction product. (2) Given the reactants [CH3:1][N:2]([CH2:15][CH2:16][O:17][CH3:18])[C:3]([C:5]1[CH:14]=[CH:13][C:8]([C:9]([O:11]C)=[O:10])=[CH:7][CH:6]=1)=[O:4].[OH-].[Na+], predict the reaction product. The product is: [CH3:1][N:2]([CH2:15][CH2:16][O:17][CH3:18])[C:3]([C:5]1[CH:14]=[CH:13][C:8]([C:9]([OH:11])=[O:10])=[CH:7][CH:6]=1)=[O:4]. (3) Given the reactants [CH3:1][C:2]1([CH3:10])[CH2:7][C:6](=[O:8])[CH2:5][C:4](=[O:9])[CH2:3]1.C(=O)([O-])[O-].[Na+].[Na+].[S:17](O[S:17]([C:20]([F:23])([F:22])[F:21])(=[O:19])=[O:18])([C:20]([F:23])([F:22])[F:21])(=[O:19])=[O:18], predict the reaction product. The product is: [F:21][C:20]([F:23])([F:22])[S:17]([O:8][C:6]1[CH2:7][C:2]([CH3:10])([CH3:1])[CH2:3][C:4](=[O:9])[CH:5]=1)(=[O:19])=[O:18]. (4) The product is: [CH3:1][O:2][C:3](=[O:12])[C:4]1[CH:9]=[C:8]([NH2:10])[CH:7]=[CH:6][C:5]=1[O:11][CH3:13]. Given the reactants [CH3:1][O:2][C:3](=[O:12])[C:4]1[CH:9]=[C:8]([NH2:10])[CH:7]=[CH:6][C:5]=1[OH:11].[C:13](O[K])(C)(C)C.COS(OC)(=O)=O.Cl, predict the reaction product. (5) Given the reactants Cl[C:2]1[CH:3]=[CH:4][C:5]2[N:6]([C:8]([CH:11]([F:13])[F:12])=[N:9][N:10]=2)[N:7]=1.[N:14]1([C:20]([O:22][C:23]([CH3:26])([CH3:25])[CH3:24])=[O:21])[CH2:19][CH2:18][NH:17][CH2:16][CH2:15]1.CCN(C(C)C)C(C)C, predict the reaction product. The product is: [F:12][CH:11]([F:13])[C:8]1[N:6]2[N:7]=[C:2]([N:17]3[CH2:16][CH2:15][N:14]([C:20]([O:22][C:23]([CH3:26])([CH3:25])[CH3:24])=[O:21])[CH2:19][CH2:18]3)[CH:3]=[CH:4][C:5]2=[N:10][N:9]=1. (6) Given the reactants C([O:8][N:9]1[C:14](=[O:15])[C:13]2[CH:16]=[C:17]([F:27])[C:18]([N:20]3[CH2:25][CH2:24][N:23]([CH3:26])[CH2:22][CH2:21]3)=[N:19][C:12]=2[N:11]([CH2:28][CH3:29])[C:10]1=[O:30])C1C=CC=CC=1, predict the reaction product. The product is: [CH2:28]([N:11]1[C:12]2[N:19]=[C:18]([N:20]3[CH2:25][CH2:24][N:23]([CH3:26])[CH2:22][CH2:21]3)[C:17]([F:27])=[CH:16][C:13]=2[C:14](=[O:15])[N:9]([OH:8])[C:10]1=[O:30])[CH3:29].